The task is: Predict the product of the given reaction.. This data is from Forward reaction prediction with 1.9M reactions from USPTO patents (1976-2016). (1) Given the reactants C[Si](C)(C)N[Si](C)(C)C.[Li].C1(N([S:18]([C:21]([F:24])([F:23])[F:22])(=[O:20])=[O:19])[S:18]([C:21]([F:24])([F:23])[F:22])(=[O:20])=[O:19])C=CC=CC=1.[C:32]([Si:36]([C:71]1[CH:76]=[CH:75][CH:74]=[CH:73][CH:72]=1)([C:65]1[CH:70]=[CH:69][CH:68]=[CH:67][CH:66]=1)[O:37][CH:38]1[CH2:42][CH2:41][C:40](=[O:43])[CH:39]1[CH2:44][O:45][C:46]([C:59]1[CH:64]=[CH:63][CH:62]=[CH:61][CH:60]=1)([C:53]1[CH:58]=[CH:57][CH:56]=[CH:55][CH:54]=1)[C:47]1[CH:52]=[CH:51][CH:50]=[CH:49][CH:48]=1)([CH3:35])([CH3:34])[CH3:33].C(=O)(O)[O-].[Na+], predict the reaction product. The product is: [C:32]([Si:36]([C:65]1[CH:70]=[CH:69][CH:68]=[CH:67][CH:66]=1)([C:71]1[CH:72]=[CH:73][CH:74]=[CH:75][CH:76]=1)[O:37][CH:38]1[CH:39]([CH2:44][O:45][C:46]([C:53]2[CH:54]=[CH:55][CH:56]=[CH:57][CH:58]=2)([C:59]2[CH:60]=[CH:61][CH:62]=[CH:63][CH:64]=2)[C:47]2[CH:52]=[CH:51][CH:50]=[CH:49][CH:48]=2)[C:40]([O:43][S:18]([C:21]([F:24])([F:23])[F:22])(=[O:20])=[O:19])=[CH:41][CH2:42]1)([CH3:35])([CH3:33])[CH3:34]. (2) Given the reactants Br[C:2]1[CH:3]=[C:4]([C:15]([OH:17])=[O:16])[C:5]2[C:6]([CH3:14])=[CH:7][N:8]([CH:11]([CH3:13])[CH3:12])[C:9]=2[CH:10]=1.[CH3:18][N:19]([CH3:27])[CH2:20][CH:21]1[CH2:26][CH2:25][NH:24][CH2:23][CH2:22]1.CC(C)([O-])C.[Na+], predict the reaction product. The product is: [CH3:18][N:19]([CH2:20][CH:21]1[CH2:26][CH2:25][N:24]([C:2]2[CH:3]=[C:4]([C:15]([OH:17])=[O:16])[C:5]3[C:6]([CH3:14])=[CH:7][N:8]([CH:11]([CH3:13])[CH3:12])[C:9]=3[CH:10]=2)[CH2:23][CH2:22]1)[CH3:27].